Dataset: Full USPTO retrosynthesis dataset with 1.9M reactions from patents (1976-2016). Task: Predict the reactants needed to synthesize the given product. (1) Given the product [CH:1]1([C:4]2[N:5]=[CH:6][N:7]([C:9]3[C:14]([F:15])=[CH:13][N:12]=[C:11]([C:16]([NH:33][C:31]4[N:32]=[C:28]([C:24]5[N:23]([CH:20]6[CH2:22][CH2:21]6)[CH:27]=[N:26][N:25]=5)[S:29][CH:30]=4)=[O:18])[CH:10]=3)[CH:8]=2)[CH2:2][CH2:3]1, predict the reactants needed to synthesize it. The reactants are: [CH:1]1([C:4]2[N:5]=[CH:6][N:7]([C:9]3[C:14]([F:15])=[CH:13][N:12]=[C:11]([C:16]([OH:18])=O)[CH:10]=3)[CH:8]=2)[CH2:3][CH2:2]1.Cl.[CH:20]1([N:23]2[CH:27]=[N:26][N:25]=[C:24]2[C:28]2[S:29][CH:30]=[C:31]([NH2:33])[N:32]=2)[CH2:22][CH2:21]1.CN(C(ON1N=NC2C=CC=NC1=2)=[N+](C)C)C.F[P-](F)(F)(F)(F)F.CN1CCOCC1. (2) Given the product [Cl:1][C:2]1[CH:7]=[C:6]2[C:5]([C:8]([CH3:29])([CH3:30])[CH2:9][C:10]([OH:28])([C:24]([F:27])([F:25])[F:26])[CH:11]2[NH:12][C:13]2[CH:22]=[CH:21][CH:20]=[C:19]3[C:14]=2[CH:15]=[CH:16][NH:17][C:18]3=[O:23])=[C:4]([OH:31])[C:3]=1[F:33], predict the reactants needed to synthesize it. The reactants are: [Cl:1][C:2]1[CH:7]=[CH:6][C:5]([C:8]([CH3:30])([CH3:29])[CH2:9][C:10]([OH:28])([C:24]([F:27])([F:26])[F:25])[CH:11]=[N:12][C:13]2[CH:22]=[CH:21][CH:20]=[C:19]3[C:14]=2[CH:15]=[CH:16][NH:17][C:18]3=[O:23])=[C:4]([O:31]C)[C:3]=1[F:33].B(Br)(Br)Br.C(=O)(O)[O-].[Na+].C(OCC)(=O)C. (3) Given the product [NH:1]1[CH2:6][CH2:5][CH2:4][CH:3]([NH:7][C:8](=[O:13])[O:9][CH2:10][CH2:11][CH3:12])[CH2:2]1, predict the reactants needed to synthesize it. The reactants are: [N:1]1[CH:6]=[CH:5][CH:4]=[C:3]([NH:7][C:8](=[O:13])[O:9][CH2:10][CH2:11][CH3:12])[CH:2]=1.C(O)(=O)C.[H][H].[OH-].[Na+]. (4) Given the product [CH3:33][CH:34]([CH3:71])[C@H:35]([N:40]1[CH2:48][C:47]2[C:42](=[CH:43][C:44]([C:49]3[CH:54]=[CH:53][C:52]([NH:55][C:56]([C:58]4[N:59]=[C:60]([C:64]5[CH:65]=[CH:66][CH:67]=[CH:68][CH:69]=5)[O:61][C:62]=4[CH3:63])=[O:57])=[CH:51][N:50]=3)=[CH:45][CH:46]=2)[C:41]1=[O:70])[C:36]([OH:38])=[O:37], predict the reactants needed to synthesize it. The reactants are: C(NC1C=CC(C2C=C3C(CN([C@@H](C(C)C)C(O)=O)C3=O)=CC=2)=CC=1)(=O)C1C=CC=CC=1.[CH3:33][CH:34]([CH3:71])[C@H:35]([N:40]1[CH2:48][C:47]2[C:42](=[CH:43][C:44]([C:49]3[CH:54]=[CH:53][C:52]([NH:55][C:56]([C:58]4[N:59]=[C:60]([C:64]5[CH:69]=[CH:68][CH:67]=[CH:66][CH:65]=5)[O:61][C:62]=4[CH3:63])=[O:57])=[CH:51][N:50]=3)=[CH:45][CH:46]=2)[C:41]1=[O:70])[C:36]([O:38]C)=[O:37].